Dataset: Peptide-MHC class I binding affinity with 185,985 pairs from IEDB/IMGT. Task: Regression. Given a peptide amino acid sequence and an MHC pseudo amino acid sequence, predict their binding affinity value. This is MHC class I binding data. (1) The peptide sequence is IGAHPIMYY. The MHC is HLA-A24:02 with pseudo-sequence HLA-A24:02. The binding affinity (normalized) is 0. (2) The peptide sequence is EAFETQSGA. The MHC is HLA-A68:02 with pseudo-sequence HLA-A68:02. The binding affinity (normalized) is 0.571. (3) The peptide sequence is AIFNNRNLAA. The MHC is HLA-A02:06 with pseudo-sequence HLA-A02:06. The binding affinity (normalized) is 0.385. (4) The MHC is HLA-A24:03 with pseudo-sequence HLA-A24:03. The peptide sequence is DHLKEKSSL. The binding affinity (normalized) is 0.0847. (5) The peptide sequence is ETALAIIRR. The MHC is HLA-B27:05 with pseudo-sequence HLA-B27:05. The binding affinity (normalized) is 0.0847. (6) The peptide sequence is QENEIYTYF. The MHC is HLA-B08:02 with pseudo-sequence HLA-B08:02. The binding affinity (normalized) is 0.0847. (7) The peptide sequence is QLSLKMLSL. The MHC is HLA-A24:03 with pseudo-sequence HLA-A24:03. The binding affinity (normalized) is 0.0847. (8) The peptide sequence is GTFEFTSFF. The MHC is HLA-C15:02 with pseudo-sequence HLA-C15:02. The binding affinity (normalized) is 0.242.